Dataset: Forward reaction prediction with 1.9M reactions from USPTO patents (1976-2016). Task: Predict the product of the given reaction. (1) Given the reactants N1C2C=CC=CC=2N=C1C1[CH2:15][CH2:14][N:13]([CH2:16][CH2:17][CH:18]2[O:22][C:21](=[O:23])[C:20]([CH2:26][CH3:27])([CH2:24][CH3:25])[CH2:19]2)[CH2:12][CH2:11]1.[N+:28]([C:31]1[CH:32]=[CH:33][C:34]([N:39]2CCNCC2)=[C:35]([CH:38]=1)[C:36]#[N:37])([O-:30])=[O:29].N1(C2C=CC=CC=2C#N)CCNCC1.CC1C=CC(S(OCCC2CC3(CCCC3)C(=O)O2)(=O)=O)=CC=1.CC1C=CC(S(OCCC2CC(CC)(CC)C(=O)O2)(=O)=O)=CC=1, predict the reaction product. The product is: [N+:28]([C:31]1[CH:32]=[CH:33][C:34]([N:39]2[CH2:11][CH2:12][N:13]([CH2:16][CH2:17][CH:18]3[CH2:19][C:20]4([CH2:24][CH2:25][CH2:27][CH2:26]4)[C:21](=[O:23])[O:22]3)[CH2:14][CH2:15]2)=[C:35]([CH:38]=1)[C:36]#[N:37])([O-:30])=[O:29]. (2) Given the reactants Cl[CH2:2][C:3]1[CH:27]=[CH:26][C:6]([C:7]([NH:9][C:10]2[N:25]=[C:13]3[CH:14]=[CH:15][CH:16]=[C:17]([NH:18][CH:19]4[CH2:24][CH2:23][CH2:22][CH2:21][CH2:20]4)[N:12]3[N:11]=2)=[O:8])=[CH:5][CH:4]=1.C(N(CC)C(C)C)(C)C.[CH3:37][O:38][CH2:39][CH2:40][NH:41][CH3:42], predict the reaction product. The product is: [CH:19]1([NH:18][C:17]2[N:12]3[N:11]=[C:10]([NH:9][C:7](=[O:8])[C:6]4[CH:26]=[CH:27][C:3]([CH2:2][N:41]([CH2:40][CH2:39][O:38][CH3:37])[CH3:42])=[CH:4][CH:5]=4)[N:25]=[C:13]3[CH:14]=[CH:15][CH:16]=2)[CH2:20][CH2:21][CH2:22][CH2:23][CH2:24]1. (3) The product is: [Br:1][C:2]1[CH:14]=[CH:13][C:12]2[C:11]3[C:6](=[CH:7][C:8]([Br:15])=[CH:9][CH:10]=3)[C:5]3([S:21][CH2:17][CH2:18][CH2:19][S:20]3)[C:4]=2[CH:3]=1. Given the reactants [Br:1][C:2]1[CH:14]=[CH:13][C:12]2[C:11]3[C:6](=[CH:7][C:8]([Br:15])=[CH:9][CH:10]=3)[C:5](=O)[C:4]=2[CH:3]=1.[CH2:17]([SH:21])[CH2:18][CH2:19][SH:20].B(F)(F)F.CCOCC, predict the reaction product. (4) Given the reactants Cl.N(C[C@@H]([C@H]([C@@H]([C@@H](CO)O)O)O)O)C.[O:15]=[CH:16][C@@H:17]([C@H:19]([C@@H:21]([C@@H:23]([CH2:25][OH:26])[OH:24])[OH:22])[OH:20])[OH:18].[CH2:27]([OH:38])[C@H:28]([C@H:30]([C@@H:32]([C@@H:34]([CH2:36][OH:37])[OH:35])[OH:33])[OH:31])[OH:29], predict the reaction product. The product is: [O:15]=[CH:16][C@@H:17]([C@H:19]([C@@H:21]([C@@H:23]([CH2:25][OH:26])[OH:24])[OH:22])[OH:20])[OH:18].[CH2:36]([OH:37])[C@H:34]([C@H:32]([C@@H:30]([C@@H:28]([CH2:27][OH:38])[OH:29])[OH:31])[OH:33])[OH:35].